This data is from Peptide-MHC class II binding affinity with 134,281 pairs from IEDB. The task is: Regression. Given a peptide amino acid sequence and an MHC pseudo amino acid sequence, predict their binding affinity value. This is MHC class II binding data. The peptide sequence is AAATAGTTVYGAYAA. The MHC is HLA-DPA10103-DPB10401 with pseudo-sequence HLA-DPA10103-DPB10401. The binding affinity (normalized) is 0.0221.